Task: Predict the reactants needed to synthesize the given product.. Dataset: Full USPTO retrosynthesis dataset with 1.9M reactions from patents (1976-2016) (1) Given the product [F:1][CH:2]([F:12])[O:3][C:4]1[CH:11]=[CH:10][C:7]([CH2:8][O:33][C:30]2[CH:31]=[CH:32][N:27]([C:25]3[S:26][C:22]([C:20]([NH:19][CH2:18][C:17]4[CH:16]=[CH:15][C:14]([F:13])=[CH:37][CH:36]=4)=[O:21])=[C:23]([CH3:35])[N:24]=3)[C:28](=[O:34])[CH:29]=2)=[CH:6][CH:5]=1, predict the reactants needed to synthesize it. The reactants are: [F:1][CH:2]([F:12])[O:3][C:4]1[CH:11]=[CH:10][C:7]([CH2:8]Br)=[CH:6][CH:5]=1.[F:13][C:14]1[CH:37]=[CH:36][C:17]([CH2:18][NH:19][C:20]([C:22]2[S:26][C:25]([N:27]3[CH:32]=[CH:31][C:30]([OH:33])=[CH:29][C:28]3=[O:34])=[N:24][C:23]=2[CH3:35])=[O:21])=[CH:16][CH:15]=1. (2) Given the product [CH2:12]([O:14][C:15](=[O:22])[CH:16]([CH2:24][C:25]1[CH:26]=[CH:27][C:28]([S:31]([CH3:34])(=[O:33])=[O:32])=[CH:29][CH:30]=1)[C:17](=[O:21])[CH:18]([CH3:19])[CH3:20])[CH3:13], predict the reactants needed to synthesize it. The reactants are: CC(C)([O-])C.[K+].C(O)(C)(C)C.[CH2:12]([O:14][C:15](=[O:22])[CH2:16][C:17](=[O:21])[CH:18]([CH3:20])[CH3:19])[CH3:13].Br[CH2:24][C:25]1[CH:30]=[CH:29][C:28]([S:31]([CH3:34])(=[O:33])=[O:32])=[CH:27][CH:26]=1. (3) Given the product [NH4+:4].[OH-:1].[CH3:30][O:29][C:26]1[CH:27]=[C:28]2[C:23](=[CH:24][C:25]=1[O:31][CH3:32])[N:22]=[CH:21][CH:20]=[C:19]2[O:11][C:9]1[CH:8]=[CH:7][C:3]2[NH:4][CH2:5][CH2:6][O:1][C:2]=2[CH:10]=1, predict the reactants needed to synthesize it. The reactants are: [O:1]1[CH2:6][CH2:5][NH:4][C:3]2[CH:7]=[CH:8][C:9]([OH:11])=[CH:10][C:2]1=2.C(=O)([O-])[O-].[Cs+].[Cs+].Cl[C:19]1[C:28]2[C:23](=[CH:24][C:25]([O:31][CH3:32])=[C:26]([O:29][CH3:30])[CH:27]=2)[N:22]=[CH:21][CH:20]=1. (4) The reactants are: C(O[C:4]([C:6]1[S:10][C:9]2[CH:11]=[C:12]([CH:15]=O)[CH:13]=[CH:14][C:8]=2[CH:7]=1)=[O:5])C.[CH2:17]([NH2:24])[C:18]1[CH:23]=[CH:22][CH:21]=[CH:20][CH:19]=1.C(O[BH-](OC(=O)C)OC(=O)C)(=O)C.[Na+].C(O)(=O)C.C([O-])(O)=O.[Na+].Cl.[NH2:49][OH:50].C[O-].[Na+]. Given the product [OH:50][NH:49][C:4]([C:6]1[S:10][C:9]2[CH:11]=[C:12]([CH2:15][NH:24][CH2:17][C:18]3[CH:23]=[CH:22][CH:21]=[CH:20][CH:19]=3)[CH:13]=[CH:14][C:8]=2[CH:7]=1)=[O:5], predict the reactants needed to synthesize it. (5) Given the product [C:29]([C:26]1[CH:27]=[CH:28][C:23](/[CH:22]=[C:21](/[C:17]2[CH:18]=[C:19]([CH3:20])[N:15]([CH2:14][C:10]3[CH:9]=[C:8]([C:5]4([OH:4])[CH2:6][CH2:7]4)[CH:13]=[CH:12][CH:11]=3)[N:16]=2)\[F:33])=[CH:24][CH:25]=1)([CH3:32])([CH3:30])[CH3:31], predict the reactants needed to synthesize it. The reactants are: C([O:4][C:5]1([C:8]2[CH:13]=[CH:12][CH:11]=[C:10]([CH2:14][N:15]3[C:19]([CH3:20])=[CH:18][C:17](/[C:21](/[F:33])=[CH:22]/[C:23]4[CH:28]=[CH:27][C:26]([C:29]([CH3:32])([CH3:31])[CH3:30])=[CH:25][CH:24]=4)=[N:16]3)[CH:9]=2)[CH2:7][CH2:6]1)(=O)C.C[Mg]Br. (6) Given the product [Cl:9][C:6]1[C:7]([CH3:8])=[C:2]([C:21]2[CH:22]=[N:23][CH:24]=[C:19]([S:16]([CH3:15])(=[O:18])=[O:17])[CH:20]=2)[C:3]([O:13][CH3:14])=[C:4]([C:10](=[O:12])[CH3:11])[CH:5]=1, predict the reactants needed to synthesize it. The reactants are: Br[C:2]1[C:3]([O:13][CH3:14])=[C:4]([C:10](=[O:12])[CH3:11])[CH:5]=[C:6]([Cl:9])[C:7]=1[CH3:8].[CH3:15][S:16]([C:19]1[CH:20]=[C:21](B(O)O)[CH:22]=[N:23][CH:24]=1)(=[O:18])=[O:17].C(=O)([O-])[O-].[Na+].[Na+].